This data is from Forward reaction prediction with 1.9M reactions from USPTO patents (1976-2016). The task is: Predict the product of the given reaction. (1) Given the reactants P([O:13][CH2:14][CH2:15][N:16]([CH2:20][CH2:21][CH2:22][O:23][C:24]1[CH:33]=[C:32]2[C:27]([C:28]([NH:34][C:35]3[CH:39]=[C:38]([CH2:40][C:41]([NH:43][C:44]4[CH:49]=[CH:48][CH:47]=[C:46]([F:50])[C:45]=4[F:51])=[O:42])[NH:37][N:36]=3)=[N:29][CH:30]=[N:31]2)=[CH:26][CH:25]=1)[CH:17]([CH3:19])[CH3:18])(OC(C)(C)C)(OC(C)(C)C)=O.C(NCCO)(C)C, predict the reaction product. The product is: [F:51][C:45]1[C:46]([F:50])=[CH:47][CH:48]=[CH:49][C:44]=1[NH:43][C:41](=[O:42])[CH2:40][C:38]1[NH:37][N:36]=[C:35]([NH:34][C:28]2[C:27]3[C:32](=[CH:33][C:24]([O:23][CH2:22][CH2:21][CH2:20][N:16]([CH:17]([CH3:18])[CH3:19])[CH2:15][CH2:14][OH:13])=[CH:25][CH:26]=3)[N:31]=[CH:30][N:29]=2)[CH:39]=1. (2) Given the reactants [NH2:1][C:2]1[C:3]([C:9]([NH:11][CH3:12])=[O:10])=[N:4][C:5](Br)=[CH:6][N:7]=1.[CH2:13]([O:20][C:21]([C:23]1[CH:28]=[CH:27][C:26](B(O)O)=[CH:25][CH:24]=1)=[O:22])[C:14]1[CH:19]=[CH:18][CH:17]=[CH:16][CH:15]=1.C(N(CC)CC)C.ClCCl, predict the reaction product. The product is: [NH2:1][C:2]1[N:7]=[CH:6][C:5]([C:26]2[CH:27]=[CH:28][C:23]([C:21]([O:20][CH2:13][C:14]3[CH:19]=[CH:18][CH:17]=[CH:16][CH:15]=3)=[O:22])=[CH:24][CH:25]=2)=[N:4][C:3]=1[C:9]([NH:11][CH3:12])=[O:10]. (3) Given the reactants [CH2:1]([O:8][C:9]1[CH:10]=[C:11]([CH:14]=[C:15]([N+:18]([O-])=O)[C:16]=1[CH3:17])[C:12]#[N:13])[C:2]1[CH:7]=[CH:6][CH:5]=[CH:4][CH:3]=1.C(O)(=O)C, predict the reaction product. The product is: [NH2:18][C:15]1[CH:14]=[C:11]([CH:10]=[C:9]([O:8][CH2:1][C:2]2[CH:7]=[CH:6][CH:5]=[CH:4][CH:3]=2)[C:16]=1[CH3:17])[C:12]#[N:13]. (4) Given the reactants [CH:1]([O:4][C:5]1[C:6]([O:23][CH3:24])=[CH:7][C:8]([N+:20]([O-:22])=[O:21])=[C:9]([CH:11]([OH:19])[C:12]#[C:13][C:14]([O:16][CH2:17][CH3:18])=[O:15])[CH:10]=1)([CH3:3])[CH3:2].[CH3:25][O:26][C:27]1[CH:36]=[CH:35][C:30]([CH2:31][N:32]=[N+:33]=[N-:34])=[CH:29][CH:28]=1, predict the reaction product. The product is: [OH:19][CH:11]([C:9]1[CH:10]=[C:5]([O:4][CH:1]([CH3:3])[CH3:2])[C:6]([O:23][CH3:24])=[CH:7][C:8]=1[N+:20]([O-:22])=[O:21])[C:12]1[N:34]=[N:33][N:32]([CH2:31][C:30]2[CH:35]=[CH:36][C:27]([O:26][CH3:25])=[CH:28][CH:29]=2)[C:13]=1[C:14]([O:16][CH2:17][CH3:18])=[O:15].